This data is from Catalyst prediction with 721,799 reactions and 888 catalyst types from USPTO. The task is: Predict which catalyst facilitates the given reaction. (1) Product: [Br:1][C:2]1[CH:7]=[CH:6][CH:5]=[C:4]([N:8]2[CH:19]=[C:16]([C:14]3[CH:15]=[CH:10][CH:11]=[CH:12][N:13]=3)[CH:17]=[N:9]2)[N:3]=1. The catalyst class is: 8. Reactant: [Br:1][C:2]1[CH:7]=[CH:6][CH:5]=[C:4]([NH:8][NH2:9])[N:3]=1.[CH:10]1[CH:15]=[C:14]([CH:16]([CH:19]=O)[CH:17]=O)[N:13]=[CH:12][CH:11]=1.CCCCCC. (2) Reactant: C(OC[N:9]1[C:13]([CH2:14][CH2:15][O:16][CH2:17][CH2:18][CH:19]2[CH2:24][CH2:23][N:22]([C:25](=[O:45])/[CH:26]=[CH:27]/[C:28]3[CH:33]=[CH:32][C:31]([C:34]([F:37])([F:36])[F:35])=[CH:30][C:29]=3[CH2:38][N:39]3[N:43]=[N:42][C:41]([CH3:44])=[N:40]3)[CH2:21][CH2:20]2)=[CH:12][N:11]=[N:10]1)(=O)C(C)(C)C.[OH-].[Na+]. Product: [NH:9]1[C:13]([CH2:14][CH2:15][O:16][CH2:17][CH2:18][CH:19]2[CH2:20][CH2:21][N:22]([C:25](=[O:45])/[CH:26]=[CH:27]/[C:28]3[CH:33]=[CH:32][C:31]([C:34]([F:37])([F:35])[F:36])=[CH:30][C:29]=3[CH2:38][N:39]3[N:43]=[N:42][C:41]([CH3:44])=[N:40]3)[CH2:23][CH2:24]2)=[CH:12][N:11]=[N:10]1. The catalyst class is: 14.